Predict the reactants needed to synthesize the given product. From a dataset of Full USPTO retrosynthesis dataset with 1.9M reactions from patents (1976-2016). (1) Given the product [CH:18]([C:21]1[CH:26]=[CH:25][C:24]([S:27]([NH:1][C:2]2[CH:3]=[C:4]3[C:9](=[CH:10][CH:11]=2)[CH:8]([CH2:12][NH:13][C:14](=[O:17])[CH2:15][CH3:16])[CH2:7][CH2:6][CH2:5]3)(=[O:29])=[O:28])=[CH:23][CH:22]=1)([CH3:20])[CH3:19], predict the reactants needed to synthesize it. The reactants are: [NH2:1][C:2]1[CH:3]=[C:4]2[C:9](=[CH:10][CH:11]=1)[CH:8]([CH2:12][NH:13][C:14](=[O:17])[CH2:15][CH3:16])[CH2:7][CH2:6][CH2:5]2.[CH:18]([C:21]1[CH:26]=[CH:25][C:24]([S:27](Cl)(=[O:29])=[O:28])=[CH:23][CH:22]=1)([CH3:20])[CH3:19]. (2) Given the product [C:36]([NH:35][C:33]1[S:32][C:30]2[C:29]([N:34]=1)=[CH:28][CH:27]=[C:26]([O:25][C:24]1[CH:39]=[CH:40][C:41]([F:42])=[C:22]([NH:21][C:4](=[O:6])[C:3]3[CH:7]=[CH:8][CH:9]=[C:10]([C:11]4([C:14]#[N:15])[CH2:13][CH2:12]4)[C:2]=3[Cl:1])[CH:23]=1)[N:31]=2)(=[O:38])[CH3:37], predict the reactants needed to synthesize it. The reactants are: [Cl:1][C:2]1[C:10]([C:11]2([C:14]#[N:15])[CH2:13][CH2:12]2)=[CH:9][CH:8]=[CH:7][C:3]=1[C:4]([OH:6])=O.CN(C)C=O.[NH2:21][C:22]1[CH:23]=[C:24]([CH:39]=[CH:40][C:41]=1[F:42])[O:25][C:26]1[N:31]=[C:30]2[S:32][C:33]([NH:35][C:36](=[O:38])[CH3:37])=[N:34][C:29]2=[CH:28][CH:27]=1.O. (3) Given the product [OH:1][CH2:2][C@H:3]([NH:10][C:11]([C:13]1([Br:16])[CH2:15][CH2:14]1)=[O:12])[CH2:4][CH3:5], predict the reactants needed to synthesize it. The reactants are: [OH:1][CH2:2][C@H:3]([NH:10][C:11]([C:13]1([Br:16])[CH2:15][CH2:14]1)=[O:12])[C:4]1C=CC=C[CH:5]=1.BrC1(C(Cl)=O)CC1.NC(CC)CO. (4) The reactants are: [O:1]1[C:5]2([CH2:10][CH2:9][CH:8]([CH:11]=[O:12])[CH2:7][CH2:6]2)[O:4][CH2:3][CH2:2]1.[CH:13]([Mg]Br)=[CH2:14]. Given the product [O:1]1[C:5]2([CH2:10][CH2:9][CH:8]([CH:11]([OH:12])[CH:13]=[CH2:14])[CH2:7][CH2:6]2)[O:4][CH2:3][CH2:2]1, predict the reactants needed to synthesize it. (5) Given the product [CH3:1][C:2]1[CH:3]=[CH:4][C:5]([CH:8]2[C:12]3[C:13]([CH3:19])=[CH:14][C:15]([CH3:18])=[C:16]([CH3:17])[C:11]=3[O:10][CH2:9]2)=[N:6][CH:7]=1, predict the reactants needed to synthesize it. The reactants are: [CH3:1][C:2]1[CH:3]=[CH:4][C:5]([C:8]2[C:12]3[C:13]([CH3:19])=[CH:14][C:15]([CH3:18])=[C:16]([CH3:17])[C:11]=3[O:10][CH:9]=2)=[N:6][CH:7]=1. (6) Given the product [CH:35]1([C@H:27]([NH:26][C:24]([C:15]2[CH:16]=[CH:17][C:18]([S:20]([CH3:23])(=[O:21])=[O:22])=[CH:19][C:14]=2[NH:13][C:11]([NH:10][C:3]2[C:2]([CH3:1])=[CH:7][C:6]([CH3:8])=[CH:5][C:4]=2[CH3:9])=[O:12])=[O:25])[C:28]([O:30][C:31]([CH3:34])([CH3:33])[CH3:32])=[O:29])[CH2:36][CH2:37][CH2:38][CH2:39][CH2:40]1, predict the reactants needed to synthesize it. The reactants are: [CH3:1][C:2]1[CH:7]=[C:6]([CH3:8])[CH:5]=[C:4]([CH3:9])[C:3]=1[N:10]=[C:11]=[O:12].[NH2:13][C:14]1[CH:19]=[C:18]([S:20]([CH3:23])(=[O:22])=[O:21])[CH:17]=[CH:16][C:15]=1[C:24]([NH:26][C@@H:27]([CH:35]1[CH2:40][CH2:39][CH2:38][CH2:37][CH2:36]1)[C:28]([O:30][C:31]([CH3:34])([CH3:33])[CH3:32])=[O:29])=[O:25].CCCCCC.C(OCC)(=O)C. (7) Given the product [CH3:1][O:2][C:3]1[CH:4]=[C:5]([CH:32]=[CH:33][C:34]=1[O:35][CH3:36])[CH2:6][CH:7]1[C:13]2[CH:14]=[C:15]([O:20][CH3:21])[C:16]([O:18][CH3:19])=[CH:17][C:12]=2[CH2:11][CH2:10][CH2:9][N:8]1[CH:22]([C:26]1[CH:27]=[CH:28][CH:29]=[CH:30][CH:31]=1)[C:23]([NH:50][CH2:49][C:40]1[CH:41]=[CH:42][C:43]2[C:48](=[CH:47][CH:46]=[CH:45][CH:44]=2)[N:39]=1)=[O:25], predict the reactants needed to synthesize it. The reactants are: [CH3:1][O:2][C:3]1[CH:4]=[C:5]([CH:32]=[CH:33][C:34]=1[O:35][CH3:36])[CH2:6][CH:7]1[C:13]2[CH:14]=[C:15]([O:20][CH3:21])[C:16]([O:18][CH3:19])=[CH:17][C:12]=2[CH2:11][CH2:10][CH2:9][N:8]1[CH:22]([C:26]1[CH:31]=[CH:30][CH:29]=[CH:28][CH:27]=1)[C:23]([OH:25])=O.Cl.Cl.[N:39]1[C:48]2[C:43](=[CH:44][CH:45]=[CH:46][CH:47]=2)[CH:42]=[CH:41][C:40]=1[CH2:49][NH2:50]. (8) Given the product [Cl:1][C:2]1[CH:3]=[C:4]([C:11]([C:14]2[N:15]([CH2:21][CH3:22])[CH:16]=[CH:17][CH:18]=2)([CH3:13])[CH3:12])[CH:5]=[C:6]([N+:8]([O-:10])=[O:9])[CH:7]=1, predict the reactants needed to synthesize it. The reactants are: [Cl:1][C:2]1[CH:3]=[C:4]([C:11]([C:14]2[NH:15][CH:16]=[CH:17][CH:18]=2)([CH3:13])[CH3:12])[CH:5]=[C:6]([N+:8]([O-:10])=[O:9])[CH:7]=1.[H-].[Na+].[CH2:21](I)[CH3:22]. (9) Given the product [Br:1][C:2]1[CH:7]=[CH:6][C:5]([C:16]2[C:15]3[C:24]4=[C:23]5[C:12](=[CH:13][CH:14]=3)[CH:11]=[CH:10][CH:9]=[C:22]5[CH:21]=[CH:20][C:19]4=[CH:18][CH:17]=2)=[CH:4][CH:3]=1, predict the reactants needed to synthesize it. The reactants are: [Br:1][C:2]1[CH:7]=[CH:6][C:5](I)=[CH:4][CH:3]=1.[C:9]1(B(O)O)[C:22]2[C:23]3=[C:24]4[C:19](=[CH:20][CH:21]=2)[CH:18]=[CH:17][CH:16]=[C:15]4[CH:14]=[CH:13][C:12]3=[CH:11][CH:10]=1.C(=O)([O-])[O-].[Na+].[Na+]. (10) Given the product [F:23][C:24]1[CH:32]=[CH:31][C:27]([C:28]([NH:19][C:14]2[C:15]([CH3:18])=[C:16]([CH3:17])[C:11]3[O:10][C:9]([CH3:22])([CH3:21])[CH:8]([C:5]4[CH:6]=[CH:7][C:2]([F:1])=[CH:3][CH:4]=4)[C:12]=3[C:13]=2[CH3:20])=[O:29])=[CH:26][CH:25]=1, predict the reactants needed to synthesize it. The reactants are: [F:1][C:2]1[CH:7]=[CH:6][C:5]([CH:8]2[C:12]3[C:13]([CH3:20])=[C:14]([NH2:19])[C:15]([CH3:18])=[C:16]([CH3:17])[C:11]=3[O:10][C:9]2([CH3:22])[CH3:21])=[CH:4][CH:3]=1.[F:23][C:24]1[CH:32]=[CH:31][C:27]([C:28](Cl)=[O:29])=[CH:26][CH:25]=1.